This data is from NCI-60 drug combinations with 297,098 pairs across 59 cell lines. The task is: Regression. Given two drug SMILES strings and cell line genomic features, predict the synergy score measuring deviation from expected non-interaction effect. (1) Drug 1: CC(C1=C(C=CC(=C1Cl)F)Cl)OC2=C(N=CC(=C2)C3=CN(N=C3)C4CCNCC4)N. Drug 2: CCC1(C2=C(COC1=O)C(=O)N3CC4=CC5=C(C=CC(=C5CN(C)C)O)N=C4C3=C2)O.Cl. Cell line: BT-549. Synergy scores: CSS=1.46, Synergy_ZIP=-5.94, Synergy_Bliss=-1.98, Synergy_Loewe=-32.7, Synergy_HSA=-5.63. (2) Drug 1: CCC1=CC2CC(C3=C(CN(C2)C1)C4=CC=CC=C4N3)(C5=C(C=C6C(=C5)C78CCN9C7C(C=CC9)(C(C(C8N6C)(C(=O)OC)O)OC(=O)C)CC)OC)C(=O)OC.C(C(C(=O)O)O)(C(=O)O)O. Drug 2: C1CN(CCN1C(=O)CCBr)C(=O)CCBr. Cell line: SN12C. Synergy scores: CSS=37.7, Synergy_ZIP=-4.45, Synergy_Bliss=-0.368, Synergy_Loewe=-8.41, Synergy_HSA=0.339. (3) Drug 1: CCCS(=O)(=O)NC1=C(C(=C(C=C1)F)C(=O)C2=CNC3=C2C=C(C=N3)C4=CC=C(C=C4)Cl)F. Drug 2: CC1=C(C=C(C=C1)NC(=O)C2=CC=C(C=C2)CN3CCN(CC3)C)NC4=NC=CC(=N4)C5=CN=CC=C5. Cell line: MDA-MB-435. Synergy scores: CSS=33.0, Synergy_ZIP=3.39, Synergy_Bliss=3.53, Synergy_Loewe=-17.0, Synergy_HSA=1.61. (4) Cell line: SF-295. Synergy scores: CSS=7.87, Synergy_ZIP=-3.82, Synergy_Bliss=-3.35, Synergy_Loewe=-0.188, Synergy_HSA=-1.42. Drug 1: CC12CCC(CC1=CCC3C2CCC4(C3CC=C4C5=CN=CC=C5)C)O. Drug 2: CC1=C(C(CCC1)(C)C)C=CC(=CC=CC(=CC(=O)O)C)C. (5) Drug 1: C1=CC(=CC=C1CCCC(=O)O)N(CCCl)CCCl. Drug 2: CCC(=C(C1=CC=CC=C1)C2=CC=C(C=C2)OCCN(C)C)C3=CC=CC=C3.C(C(=O)O)C(CC(=O)O)(C(=O)O)O. Cell line: SK-MEL-2. Synergy scores: CSS=0.606, Synergy_ZIP=-2.01, Synergy_Bliss=-0.157, Synergy_Loewe=-2.50, Synergy_HSA=-2.29. (6) Drug 1: C1CCN(CC1)CCOC2=CC=C(C=C2)C(=O)C3=C(SC4=C3C=CC(=C4)O)C5=CC=C(C=C5)O. Drug 2: CC1=C(C=C(C=C1)C(=O)NC2=CC(=CC(=C2)C(F)(F)F)N3C=C(N=C3)C)NC4=NC=CC(=N4)C5=CN=CC=C5. Cell line: ACHN. Synergy scores: CSS=5.75, Synergy_ZIP=0.553, Synergy_Bliss=4.75, Synergy_Loewe=1.42, Synergy_HSA=2.24. (7) Drug 1: C1CC(=O)NC(=O)C1N2C(=O)C3=CC=CC=C3C2=O. Drug 2: CN(C(=O)NC(C=O)C(C(C(CO)O)O)O)N=O. Cell line: HOP-62. Synergy scores: CSS=-28.7, Synergy_ZIP=-14.8, Synergy_Bliss=-49.8, Synergy_Loewe=-63.2, Synergy_HSA=-63.2.